This data is from Catalyst prediction with 721,799 reactions and 888 catalyst types from USPTO. The task is: Predict which catalyst facilitates the given reaction. (1) Reactant: [Cl:1][C:2]1[C:3]([N:12]2[CH2:15][CH:14]([NH:16]C(=O)OC(C)(C)C)[CH2:13]2)=[N:4][CH:5]=[C:6]([C:8]([F:11])([F:10])[F:9])[CH:7]=1.C(O)(C(F)(F)F)=O. Product: [Cl:1][C:2]1[C:3]([N:12]2[CH2:13][CH:14]([NH2:16])[CH2:15]2)=[N:4][CH:5]=[C:6]([C:8]([F:10])([F:11])[F:9])[CH:7]=1. The catalyst class is: 2. (2) Reactant: [CH3:1][O:2][C:3]1[CH:4]=[C:5]([CH2:20][C:21]([OH:23])=O)[CH:6]=[CH:7][C:8]=1[NH:9][C:10]([NH:12][C:13]1[CH:18]=[CH:17][CH:16]=[CH:15][C:14]=1[CH3:19])=[O:11].[CH3:24][O:25][C@@H:26]1[CH2:30][NH:29][C@H:28]([CH2:31][O:32][C:33]2[CH:42]=[CH:41][C:36]([C:37]([O:39][CH3:40])=[O:38])=[CH:35][CH:34]=2)[CH2:27]1.CCN=C=NCCCN(C)C.Cl.C1C=CC2N(O)N=NC=2C=1.CCN(CC)CC. Product: [CH3:24][O:25][C@@H:26]1[CH2:30][N:29]([C:21](=[O:23])[CH2:20][C:5]2[CH:6]=[CH:7][C:8]([NH:9][C:10]([NH:12][C:13]3[CH:18]=[CH:17][CH:16]=[CH:15][C:14]=3[CH3:19])=[O:11])=[C:3]([O:2][CH3:1])[CH:4]=2)[C@H:28]([CH2:31][O:32][C:33]2[CH:42]=[CH:41][C:36]([C:37]([O:39][CH3:40])=[O:38])=[CH:35][CH:34]=2)[CH2:27]1. The catalyst class is: 3.